This data is from Experimentally validated miRNA-target interactions with 360,000+ pairs, plus equal number of negative samples. The task is: Binary Classification. Given a miRNA mature sequence and a target amino acid sequence, predict their likelihood of interaction. (1) Result: 0 (no interaction). The miRNA is mmu-miR-5123 with sequence UGUAGAUCCAUAUGCCAUGGUGUG. The protein sequence of the target gene is MAASAGGPGSWSENILEYFLRNSQITAEDGAEITWYHAANHKAQTNEALKSTAHMIEADVLLPSDGSEHSQPIMAHPPETNSDNTLQEWLTEVMKSNKGIKLDFKSLAVVEPSMMLLENVKRHLKRPVWINADILPGPNGNSKVIDAKPFLDTVISFFPDVTFSLGWTTGWHPEKVNEGYSWTMVKEMEYICNELSQPVTFPVRAALVRQSCSQLLWLLKKSNRYSLTIWTGKNDNYSVEDLLYIRDHFDKKQVFYDILEPQNHEFKQAIGIKVNL. (2) The miRNA is hsa-miR-1290 with sequence UGGAUUUUUGGAUCAGGGA. Result: 1 (interaction). The protein sequence of the target gene is MSQKSWIESTLTKRECVYIIPSSKDPHRCLPGCQICQQLVRCFCGRLVKQHACFTASLAMKYSDVKLGDHFNQAIEEWSVEKHTEQSPTDAYGVINFQGGSHSYRAKYVRLSYDTKPEVILQLLLKEWQMELPKLVISVHGGMQKFELHPRIKQLLGKGLIKAAVTTGAWILTGGVNTGVAKHVGDALKEHASRSSRKICTIGIAPWGVIENRNDLVGRDVVAPYQTLLNPLSKLNVLNNLHSHFILVDDGTVGKYGAEVRLRRELEKTINQQRIHARIGQGVPVVALIFEGGPNVILTV.... (3) Result: 0 (no interaction). The protein sequence of the target gene is MGATGAAEPLQSVLWVKQQRCAVSLEPARALLRWWRSPGPGAGAPGADACSVPVSEIIAVEETDVHGKHQGSGKWQKMEKPYAFTVHCVKRARRHRWKWAQVTFWCPEEQLCHLWLQTLREMLEKLTSRPKHLLVFINPFGGKGQGKRIYERKVAPLFTLASITTDIIVTEHANQAKETLYEINIDKYDGIVCVGGDGMFSEVLHGLIGRTQRSAGVDQNHPRAVLVPSSLRIGIIPAGSTDCVCYSTVGTSDAETSALHIVVGDSLAMDVSSVHHNSTLLRYSVSLLGYGFYGDIIKDS.... The miRNA is cel-miR-34-5p with sequence AGGCAGUGUGGUUAGCUGGUUG. (4) The miRNA is mmu-miR-1900 with sequence GGCCGCCCUCUCUGGUCCUUCA. The protein sequence of the target gene is MTESASSTSGQEFDVFSVMDWKDGVGTLPGSDLKFRVNEFGALEVITDESEMESVKKATATTTWMVPTAQDAPTSPPSSRPVFPPAYWTSPPGCPTVFSEKTGVPFRLKEQSKADGLQFCENCCQYGNGDECLSGGKYCSQNCARHAKDKDQKDERDGGEDNDEEDPKCSRKKKPKLSLKADSKDDGEERDDEMENKQDGRILRGSQRARRKRRGDSAVLKQGLPPKGKKTWCWASYLEEEKAVAVPTKLFKEHQSFPYNKNGFKVGMKLEGVDPDHQAMYCVLTVAEVCGYRIKLHFDG.... Result: 0 (no interaction). (5) The miRNA is hsa-miR-4793-3p with sequence UCUGCACUGUGAGUUGGCUGGCU. The protein sequence of the target gene is MANALASATCERCKGGFAPAEKIVNSNGELYHEQCFVCAQCFQQFPEGLFYEFEGRKYCEHDFQMLFAPCCHQCGEFIIGRVIKAMNNSWHPECFRCDLCQEVLADIGFVKNAGRHLCRPCHNREKARGLGKYICQKCHAIIDEQPLIFKNDPYHPDHFNCANCGKELTADARELKGELYCLPCHDKMGVPICGACRRPIEGRVVNAMGKQWHVEHFVCAKCEKPFLGHRHYERKGLAYCETHYNQLFGDVCFHCNRVIEGDVVSALNKAWCVSCFACSTCNTKLTLKNKFVEFDMKPVC.... Result: 0 (no interaction). (6) The miRNA is hsa-miR-5091 with sequence ACGGAGACGACAAGACUGUGCUG. The protein sequence of the target gene is MPTLSVFMDVPLAHKLEGSLLKTYKQDDYPNKIFLAYRVCMTNEGHPWVSLVVQKTRLQISQDPSLNYEYLPTMGLKSFIQASLALLFGKHSQAIVENRVGGVHTVGDSGAFQLGVQFLRAWHKDARIVYIISSQKELHGLVFQDMGFTVYEYSVWDPKKLCMDPDILLNVVEQIPHGCVLVMGNIIDCKLTPSGWAKLMSMIKSKQIFPFFDIPCQGLYTSDLEEDTRILQYFVSQGFEFFCSQSLSKNFGIYDEGVGMLVVVAVNNQQLLCVLSQLEGLAQALWLNPPNTGARVITSI.... Result: 0 (no interaction). (7) Result: 0 (no interaction). The protein sequence of the target gene is MSRFFTTGSDSESESSLSGEELVTKPVGGNYGKQPLLLSEDEEDTKRVVRSAKDKRFEELTNLIRTIRNAMKIRDVTKCLEEFELLGKAYGKAKSIVDKEGVPRFYIRILADLEDYLNELWEDKEGKKKMNKNNAKALSTLRQKIRKYNRDFESHITSYKQNPEQSADEDAEKNEEDSEGSSDEDEDEDGVSAATFLKKKSEAPSGESRKFLKKMDDEDEDSEDSEDDEDWDTGSTSSDSDSEEEEGKQTALASRFLKKAPTTDEDKKAAEKKREDKAKKKHDRKSKRLDEEEEEDNEGG.... The miRNA is hsa-miR-550a-5p with sequence AGUGCCUGAGGGAGUAAGAGCCC. (8) The miRNA is hsa-miR-4783-5p with sequence GGCGCGCCCAGCUCCCGGGCU. The protein sequence of the target gene is MVPGQAQPQSPEMLLLPLLLPVLGAGSLNKDPSYSLQVQRQVPVPEGLCVIVSCNLSYPRDGWDESTAAYGYWFKGRTSPKTGAPVATNNQSREVEMSTRDRFQLTGDPGKGSCSLVIRDAQREDEAWYFFRVERGSRVRHSFLSNAFFLKVTALTKKPDVYIPETLEPGQPVTVICVFNWAFKKCPAPSFSWTGAALSPRRTRPSTSHFSVLSFTPSPQDHDTDLTCHVDFSRKGVSAQRTVRLRVAYAPKDLIISISHDNTSALELQGNVIYLEVQKGQFLRLLCAADSQPPATLSWV.... Result: 0 (no interaction). (9) The miRNA is hsa-miR-603 with sequence CACACACUGCAAUUACUUUUGC. The protein sequence of the target gene is MAFALLRPVGAHVLYPDVRLLSEDEENRSESDASDQSFGCCEGPEAARRGPGPGGGRRAGGGGGAGPVVVVRQRQAANARERDRTQSVNTAFTALRTLIPTEPVDRKLSKIETVRLASSYIAHLANVLLLGDSADDGQPCFRAAGSAKGAVPAAADGGRQPRSICTFCLSNQRKGGGRRDLGGSCLKVRGVAPLRGPRR. Result: 1 (interaction).